From a dataset of Full USPTO retrosynthesis dataset with 1.9M reactions from patents (1976-2016). Predict the reactants needed to synthesize the given product. Given the product [CH3:21][C:16]1([CH3:22])[C:17]([CH3:20])([CH3:19])[O:18][CH:32]([C:2]2[CH:7]=[CH:6][C:5]([C:8]3[CH:13]=[CH:12][N:11]=[CH:10][CH:9]=3)=[CH:4][CH:3]=2)[O:15]1, predict the reactants needed to synthesize it. The reactants are: Br[C:2]1[CH:7]=[CH:6][C:5]([C:8]2[CH:13]=[CH:12][N:11]=[CH:10][CH:9]=2)=[CH:4][CH:3]=1.B1(B2[O:18][C:17]([CH3:20])([CH3:19])[C:16]([CH3:22])([CH3:21])[O:15]2)[O:18][C:17]([CH3:20])([CH3:19])[C:16]([CH3:22])([CH3:21])[O:15]1.[C:32]([O-])(=O)C.[K+].